Dataset: Full USPTO retrosynthesis dataset with 1.9M reactions from patents (1976-2016). Task: Predict the reactants needed to synthesize the given product. (1) The reactants are: [Cl:1][C:2]1[CH:7]=[C:6]([C:8]([F:11])([F:10])[F:9])[CH:5]=[CH:4][C:3]=1[CH:12]([C:23]1[C:31]2[C:26](=[C:27]([CH2:32][S:33][CH3:34])[CH:28]=[CH:29][CH:30]=2)[NH:25][CH:24]=1)[CH:13]1C(=O)O[C:16](C)([CH3:20])[O:15][C:14]1=[O:22]. Given the product [Cl:1][C:2]1[CH:7]=[C:6]([C:8]([F:11])([F:9])[F:10])[CH:5]=[CH:4][C:3]=1[CH:12]([C:23]1[C:31]2[C:26](=[C:27]([CH2:32][S:33][CH3:34])[CH:28]=[CH:29][CH:30]=2)[NH:25][CH:24]=1)[CH2:13][C:14]([O:15][CH2:16][CH3:20])=[O:22], predict the reactants needed to synthesize it. (2) Given the product [Br:1][C:2]1[CH:7]=[C:6]([N+:15]([O-:17])=[O:16])[C:5]([F:8])=[CH:4][C:3]=1[CH3:9], predict the reactants needed to synthesize it. The reactants are: [Br:1][C:2]1[CH:7]=[CH:6][C:5]([F:8])=[CH:4][C:3]=1[CH3:9].OS(O)(=O)=O.[N+:15]([O-])([OH:17])=[O:16]. (3) Given the product [CH3:1][C:2]1[CH:19]=[CH:18][CH:17]=[C:16]([CH3:20])[C:3]=1[CH2:4][O:5][C:6]1[CH:7]=[C:8]([CH2:12][C:13]([NH2:28])=[O:14])[CH:9]=[CH:10][CH:11]=1, predict the reactants needed to synthesize it. The reactants are: [CH3:1][C:2]1[CH:19]=[CH:18][CH:17]=[C:16]([CH3:20])[C:3]=1[CH2:4][O:5][C:6]1[CH:7]=[C:8]([CH2:12][C:13](O)=[O:14])[CH:9]=[CH:10][CH:11]=1.F[P-](F)(F)(F)(F)F.[N:28]1(O[P+](N(C)C)(N(C)C)N(C)C)C2C=CC=CC=2N=N1.C(N(CC)CC)C.N. (4) Given the product [Cl:23][C:20]1[N:19]=[C:18]([OH:24])[C:17]([NH:16][S:10]([CH2:9][C:6]2[CH:7]=[CH:8][C:3]([C:2]([F:15])([F:14])[F:1])=[CH:4][CH:5]=2)(=[O:12])=[O:11])=[CH:22][CH:21]=1, predict the reactants needed to synthesize it. The reactants are: [F:1][C:2]([F:15])([F:14])[C:3]1[CH:8]=[CH:7][C:6]([CH2:9][S:10](Cl)(=[O:12])=[O:11])=[CH:5][CH:4]=1.[NH2:16][C:17]1[C:18]([O:24]C)=[N:19][C:20]([Cl:23])=[CH:21][CH:22]=1.